From a dataset of Catalyst prediction with 721,799 reactions and 888 catalyst types from USPTO. Predict which catalyst facilitates the given reaction. (1) The catalyst class is: 5. Reactant: [N+:1]([C:4]1[CH:9]=[CH:8][CH:7]=[CH:6][C:5]=1[N:10]1[C:34](=[O:35])[C:13]2=[CH:14][N:15]([CH2:22][C:23]3[CH:28]=[CH:27][C:26]([N:29]4[CH:33]=[CH:32][CH:31]=[N:30]4)=[CH:25][CH:24]=3)[C:16]3[CH:17]=[CH:18][CH:19]=[CH:20][C:21]=3[C:12]2=[N:11]1)([O-])=O.O.O.[Sn](Cl)Cl.Cl.[OH-].[Na+]. Product: [NH2:1][C:4]1[CH:9]=[CH:8][CH:7]=[CH:6][C:5]=1[N:10]1[C:34](=[O:35])[C:13]2=[CH:14][N:15]([CH2:22][C:23]3[CH:28]=[CH:27][C:26]([N:29]4[CH:33]=[CH:32][CH:31]=[N:30]4)=[CH:25][CH:24]=3)[C:16]3[CH:17]=[CH:18][CH:19]=[CH:20][C:21]=3[C:12]2=[N:11]1. (2) Reactant: [Cl:1][C:2]1[CH:10]=[CH:9][CH:8]=[CH:7][C:3]=1[C:4](Cl)=[O:5].[NH2:11][C:12]1[N:13]=[CH:14][C:15]([C:18]2[CH:19]=[C:20]([C:25]3[C:29](=[O:30])[C:28]([CH3:32])([CH3:31])[O:27][N:26]=3)[CH:21]=[CH:22][C:23]=2[CH3:24])=[N:16][CH:17]=1.N1C=CC=CC=1. Product: [Cl:1][C:2]1[CH:10]=[CH:9][CH:8]=[CH:7][C:3]=1[C:4]([NH:11][C:12]1[CH:17]=[N:16][C:15]([C:18]2[CH:19]=[C:20]([C:25]3[C:29](=[O:30])[C:28]([CH3:31])([CH3:32])[O:27][N:26]=3)[CH:21]=[CH:22][C:23]=2[CH3:24])=[CH:14][N:13]=1)=[O:5]. The catalyst class is: 2. (3) Reactant: [F:1][C:2]([F:19])([F:18])[C:3]([OH:17])([CH3:16])[CH2:4][N:5]1[C:13](=[O:14])[C:12]2[C:7](=[CH:8][CH:9]=[CH:10][CH:11]=2)[C:6]1=[O:15].[H-].[Na+].[CH3:22]I. Product: [F:19][C:2]([F:1])([F:18])[C:3]([O:17][CH3:22])([CH3:16])[CH2:4][N:5]1[C:6](=[O:15])[C:7]2[C:12](=[CH:11][CH:10]=[CH:9][CH:8]=2)[C:13]1=[O:14]. The catalyst class is: 1. (4) Reactant: [Br:1][C:2]1[CH:7]=[CH:6][C:5](I)=[C:4]([Cl:9])[C:3]=1[Cl:10].CCN(C(C)C)C(C)C.C1(P(C2CCCCC2)C2C=CC=CC=2C2C(C(C)C)=CC(C(C)C)=CC=2C(C)C)CCCCC1.[CH2:54]([SH:61])[C:55]1[CH:60]=[CH:59][CH:58]=[CH:57][CH:56]=1. Product: [CH2:54]([S:61][C:5]1[CH:6]=[CH:7][C:2]([Br:1])=[C:3]([Cl:10])[C:4]=1[Cl:9])[C:55]1[CH:60]=[CH:59][CH:58]=[CH:57][CH:56]=1. The catalyst class is: 333.